This data is from Forward reaction prediction with 1.9M reactions from USPTO patents (1976-2016). The task is: Predict the product of the given reaction. (1) The product is: [F:1][CH:2]([F:19])[C:3]1[N:22]2[N:23]=[CH:24][C:25]([C:26]3[CH:31]=[CH:30][N:29]=[CH:28][CH:27]=3)=[C:21]2[N:20]=[C:5]([C:7]2[CH:12]=[CH:11][C:10]([C:13]([F:16])([F:15])[F:14])=[C:9]([CH3:17])[CH:8]=2)[CH:4]=1. Given the reactants [F:1][CH:2]([F:19])[C:3](=O)[CH2:4][C:5]([C:7]1[CH:12]=[CH:11][C:10]([C:13]([F:16])([F:15])[F:14])=[C:9]([CH3:17])[CH:8]=1)=O.[NH2:20][C:21]1[C:25]([C:26]2[CH:31]=[CH:30][N:29]=[CH:28][CH:27]=2)=[CH:24][NH:23][N:22]=1, predict the reaction product. (2) Given the reactants [F:1][C:2]1([F:33])[O:6][C:5]2[CH:7]=[CH:8][C:9]([C:11]3([C:14]([NH:16][C:17]4[N:22]=[C:21]([C:23]5[CH:28]=[C:27]([CH3:29])[N:26]=[C:25]([O:30]C)[CH:24]=5)[C:20]([CH3:32])=[CH:19][CH:18]=4)=[O:15])[CH2:13][CH2:12]3)=[CH:10][C:4]=2[O:3]1.[Si](I)(C)(C)C.CO.C(OCC)(=O)C, predict the reaction product. The product is: [F:33][C:2]1([F:1])[O:6][C:5]2[CH:7]=[CH:8][C:9]([C:11]3([C:14]([NH:16][C:17]4[CH:18]=[CH:19][C:20]([CH3:32])=[C:21]([C:23]5[CH:28]=[C:27]([CH3:29])[NH:26][C:25](=[O:30])[CH:24]=5)[N:22]=4)=[O:15])[CH2:13][CH2:12]3)=[CH:10][C:4]=2[O:3]1. (3) The product is: [NH:37]1[C:45]2[C:40](=[C:41]([C:46]3[CH:54]=[C:53]4[C:49]([CH:50]=[N:51][NH:52]4)=[C:48]([NH:55][C:10](=[O:12])[CH2:9][CH2:8][CH2:7][N:1]4[CH2:2][CH2:3][O:4][CH2:5][CH2:6]4)[CH:47]=3)[CH:42]=[CH:43][CH:44]=2)[CH:39]=[CH:38]1. Given the reactants [N:1]1([CH2:7][CH2:8][CH2:9][C:10]([OH:12])=O)[CH2:6][CH2:5][O:4][CH2:3][CH2:2]1.CN(C(ON1N=NC2C=CC=NC1=2)=[N+](C)C)C.F[P-](F)(F)(F)(F)F.[NH:37]1[C:45]2[C:40](=[C:41]([C:46]3[CH:47]=[C:48]([NH2:55])[C:49]4[CH:50]=[N:51][NH:52][C:53]=4[CH:54]=3)[CH:42]=[CH:43][CH:44]=2)[CH:39]=[CH:38]1.CCN(C(C)C)C(C)C, predict the reaction product. (4) Given the reactants [F:1][C:2]1[CH:3]=[C:4]([CH2:20][OH:21])[CH:5]=[C:6]([F:19])[C:7]=1[O:8][C:9]1[CH:10]=[N:11][CH:12]=[C:13]([C:15]([F:18])([F:17])[F:16])[CH:14]=1.[H-].[Na+].Cl[C:25]1[CH:26]=[C:27]2[N:34]([CH3:35])[CH2:33][CH2:32][N:28]2[C:29](=[O:31])[N:30]=1, predict the reaction product. The product is: [F:1][C:2]1[CH:3]=[C:4]([CH:5]=[C:6]([F:19])[C:7]=1[O:8][C:9]1[CH:10]=[N:11][CH:12]=[C:13]([C:15]([F:16])([F:17])[F:18])[CH:14]=1)[CH2:20][O:21][C:25]1[CH:26]=[C:27]2[N:34]([CH3:35])[CH2:33][CH2:32][N:28]2[C:29](=[O:31])[N:30]=1. (5) The product is: [CH2:1]([N:3]([CH2:43][C:42]1[CH:45]=[CH:46][C:39]([O:38][CH:35]2[CH2:36][CH2:37][N:32]([CH2:29][CH3:30])[CH2:33][CH2:34]2)=[CH:40][CH:41]=1)[C:4]1[CH:9]=[C:8]([O:10][CH3:11])[CH:7]=[CH:6][C:5]=1[C@@H:12]1[CH2:21][CH2:20][C:19]2[CH:18]=[C:17]([OH:22])[CH:16]=[CH:15][C:14]=2[CH2:13]1)[CH3:2]. Given the reactants [CH2:1]([NH:3][C:4]1[CH:9]=[C:8]([O:10][CH3:11])[CH:7]=[CH:6][C:5]=1[C@@H:12]1[CH2:21][CH2:20][C:19]2[CH:18]=[C:17]([O:22]C(=O)C(C)(C)C)[CH:16]=[CH:15][C:14]=2[CH2:13]1)[CH3:2].[C:29]([N:32]1[CH2:37][CH2:36][CH:35]([O:38][C:39]2[CH:46]=[CH:45][C:42]([CH:43]=O)=[CH:41][CH:40]=2)[CH2:34][CH2:33]1)(=O)[CH3:30], predict the reaction product. (6) Given the reactants [Cl:1][C:2]1[N:14]=[C:13](Cl)[CH:12]=[CH:11][C:3]=1[C:4]([O:6][C:7]([CH3:10])([CH3:9])[CH3:8])=[O:5].[F:16][C:17]1[CH:18]=[C:19](B(O)O)[CH:20]=[C:21]([F:23])[CH:22]=1.C(=O)([O-])[O-].[K+].[K+].C1(C)C=CC=CC=1P(C1C=CC=CC=1C)C1C=CC=CC=1C, predict the reaction product. The product is: [Cl:1][C:2]1[N:14]=[C:13]([C:19]2[CH:18]=[C:17]([F:16])[CH:22]=[C:21]([F:23])[CH:20]=2)[CH:12]=[CH:11][C:3]=1[C:4]([O:6][C:7]([CH3:10])([CH3:9])[CH3:8])=[O:5]. (7) The product is: [CH3:28][O:27][N:26]([CH3:25])[C:9]([C:7]1[CH:6]=[CH:5][N:4]=[C:3]([S:2][CH3:1])[N:8]=1)=[O:11]. Given the reactants [CH3:1][S:2][C:3]1[N:8]=[C:7]([C:9]([OH:11])=O)[CH:6]=[CH:5][N:4]=1.Cl.CN(C)CCCN=C=NCC.Cl.[CH3:25][NH:26][O:27][CH3:28].C(N(CC)CC)C.C(=O)(O)[O-].[Na+], predict the reaction product. (8) Given the reactants [Li+].[OH-].C([O:5][C:6](=[O:37])[CH2:7][N:8]1[C:16]2[C:11](=[CH:12][C:13]([O:17][CH2:18][C:19]3[S:23][C:22]([C:24]4[CH:29]=[CH:28][C:27]([C:30]([F:33])([F:32])[F:31])=[CH:26][CH:25]=4)=[N:21][C:20]=3[CH3:34])=[CH:14][CH:15]=2)[C:10]([CH2:35][CH3:36])=[CH:9]1)C.C(OCC)C, predict the reaction product. The product is: [CH2:35]([C:10]1[C:11]2[C:16](=[CH:15][CH:14]=[C:13]([O:17][CH2:18][C:19]3[S:23][C:22]([C:24]4[CH:29]=[CH:28][C:27]([C:30]([F:33])([F:32])[F:31])=[CH:26][CH:25]=4)=[N:21][C:20]=3[CH3:34])[CH:12]=2)[N:8]([CH2:7][C:6]([OH:37])=[O:5])[CH:9]=1)[CH3:36]. (9) The product is: [CH:15]1([N:11]([CH2:10][C:7]2[CH:8]=[CH:9][C:4]([C:3]([OH:2])=[O:20])=[CH:5][CH:6]=2)[C:12]2[S:13][CH:22]=[C:23]([C:25]3[CH:30]=[CH:29][C:28]([O:31][C@H:32]4[CH2:37][CH2:36][C@@H:35]([CH3:38])[CH2:34][CH2:33]4)=[CH:27][CH:26]=3)[N:14]=2)[CH2:19][CH2:18][CH2:17][CH2:16]1. Given the reactants C[O:2][C:3](=[O:20])[C:4]1[CH:9]=[CH:8][C:7]([CH2:10][N:11]([CH:15]2[CH2:19][CH2:18][CH2:17][CH2:16]2)[C:12]([NH2:14])=[S:13])=[CH:6][CH:5]=1.Br[CH2:22][C:23]([C:25]1[CH:30]=[CH:29][C:28]([O:31][CH:32]2[CH2:37][CH2:36][CH:35]([CH3:38])[CH2:34][CH2:33]2)=[CH:27][CH:26]=1)=O, predict the reaction product.